From a dataset of Reaction yield outcomes from USPTO patents with 853,638 reactions. Predict the reaction yield, written as a fraction of the theoretical maximum amount of product (1.0 means a 100% yield; for example, 0.34 means a 34% yield). (1) The reactants are [CH3:1][O:2][C:3](=[O:25])[CH:4]([NH:7][C:8](=[O:24])[C:9]1[CH:14]=[CH:13][C:12]([CH2:15][NH:16][C:17]([O:19][C:20]([CH3:23])([CH3:22])[CH3:21])=[O:18])=[CH:11][CH:10]=1)[CH2:5]O.CC[N+](S(N=C(OC)[O-])(=O)=O)(CC)CC. The catalyst is C1COCC1. The product is [CH3:1][O:2][C:3]([CH:4]1[CH2:5][O:24][C:8]([C:9]2[CH:14]=[CH:13][C:12]([CH2:15][NH:16][C:17]([O:19][C:20]([CH3:23])([CH3:22])[CH3:21])=[O:18])=[CH:11][CH:10]=2)=[N:7]1)=[O:25]. The yield is 0.970. (2) The reactants are [CH3:1][O:2][C:3]1[CH:4]=[C:5]2[C:10](=[CH:11][C:12]=1[O:13][CH3:14])[N:9]=[CH:8][N:7]=[C:6]2[O:15][C:16]1[CH:17]=[N:18][N:19]([CH2:21][C:22]([OH:24])=O)[CH:20]=1.[F:25][C:26]1[C:31]([NH2:32])=[C:30]2[O:33][CH2:34][O:35][C:29]2=[CH:28][CH:27]=1. No catalyst specified. The product is [F:25][C:26]1[C:31]([NH:32][C:22](=[O:24])[CH2:21][N:19]2[CH:20]=[C:16]([O:15][C:6]3[C:5]4[C:10](=[CH:11][C:12]([O:13][CH3:14])=[C:3]([O:2][CH3:1])[CH:4]=4)[N:9]=[CH:8][N:7]=3)[CH:17]=[N:18]2)=[C:30]2[O:33][CH2:34][O:35][C:29]2=[CH:28][CH:27]=1. The yield is 0.240. (3) The reactants are [C:1]1([C:7]2[CH:8]=[C:9]3[C:13](=[CH:14][CH:15]=2)[NH:12][C:11](=[O:16])[CH2:10]3)[CH:6]=[CH:5][CH:4]=[CH:3][CH:2]=1.[CH3:17][N:18]([CH3:34])[CH2:19][CH2:20][CH2:21][NH:22][C:23]([C:25]1[C:29]([CH3:30])=[C:28]([CH:31]=O)[NH:27][C:26]=1[CH3:33])=[O:24]. No catalyst specified. The product is [CH3:34][N:18]([CH3:17])[CH2:19][CH2:20][CH2:21][NH:22][C:23]([C:25]1[C:29]([CH3:30])=[C:28]([CH:31]=[C:10]2[C:9]3[C:13](=[CH:14][CH:15]=[C:7]([C:1]4[CH:2]=[CH:3][CH:4]=[CH:5][CH:6]=4)[CH:8]=3)[NH:12][C:11]2=[O:16])[NH:27][C:26]=1[CH3:33])=[O:24]. The yield is 0.280. (4) The reactants are C(N[CH:5]([CH3:7])[CH3:6])(C)C.C([Li])CCC.CCCCCC.[Cl:19][C:20]1[CH:21]=[C:22]([CH2:27][C:28]([O:30][CH3:31])=[O:29])[CH:23]=[CH:24][C:25]=1[Cl:26].[Li+].CC([N-]C(C)C)C.C(Br)C=C. The catalyst is O1CCCC1. The product is [Cl:19][C:20]1[CH:21]=[C:22]([CH:27]([CH2:7][CH:5]=[CH2:6])[C:28]([O:30][CH3:31])=[O:29])[CH:23]=[CH:24][C:25]=1[Cl:26]. The yield is 0.920. (5) The product is [Cl:1][C:2]1[CH:3]=[C:4]([CH:5]([OH:6])[C:12]([F:14])([F:13])[F:11])[CH:7]=[C:8]([Cl:10])[CH:9]=1. The catalyst is C1COCC1.Cl.O. The reactants are [Cl:1][C:2]1[CH:3]=[C:4]([CH:7]=[C:8]([Cl:10])[CH:9]=1)[CH:5]=[O:6].[F:11][C:12]([Si](C)(C)C)([F:14])[F:13].[F-].C([N+](CCCC)(CCCC)CCCC)CCC. The yield is 0.600. (6) The reactants are Cl.[CH3:2][N:3]1[CH2:8][CH2:7][N:6]([C:9]([Cl:11])=[O:10])[CH2:5][CH2:4]1.Cl.[OH2:13].[NH:14]1[CH2:19][CH2:18][CH2:17][CH2:16][C:15]1=O.C(N(CC)CC)C. The catalyst is ClCCl. The product is [ClH:11].[CH3:2][N:3]1[CH2:8][CH2:7][N:6]([C:9]([N:14]2[CH2:19][CH2:18][C:17](=[O:13])[CH2:16][CH2:15]2)=[O:10])[CH2:5][CH2:4]1. The yield is 0.500. (7) The reactants are [CH3:1][C:2]1([CH3:9])[CH2:7][CH2:6][CH2:5][C:4](=[O:8])[CH2:3]1.[BH4-].[Na+]. The catalyst is CO. The product is [CH3:1][C:2]1([CH3:9])[CH2:7][CH2:6][CH2:5][CH:4]([OH:8])[CH2:3]1. The yield is 0.980.